Dataset: HIV replication inhibition screening data with 41,000+ compounds from the AIDS Antiviral Screen. Task: Binary Classification. Given a drug SMILES string, predict its activity (active/inactive) in a high-throughput screening assay against a specified biological target. (1) The result is 0 (inactive). The compound is COC(=O)C=Cc1cnc2c(c1)oc(=O)n2C. (2) The compound is NS(=O)(=O)c1ccc(NC(=O)C=CC(=O)O)cc1. The result is 0 (inactive). (3) The compound is O=C(O)Cn1c(=O)ccc2ccccc21. The result is 0 (inactive). (4) The compound is C=CCOC(=O)NC1C(OC(C)C(NC(=O)OCc2ccccc2)C(=O)OC(C)(C)C)OC(COC(C)=O)C(OC(C)=O)C1OC(C)=O. The result is 0 (inactive). (5) The compound is CCOC(=O)c1c(N)nnc(-c2ccccc2)c1-c1ccccc1. The result is 0 (inactive). (6) The drug is COc1ccc2c(c1)[n+]([O-])c(-c1ccc([N+](=O)[O-])cc1)c(N)[n+]2[O-]. The result is 0 (inactive). (7) The drug is Oc1ccc2ccccc2c1CNCc1c(O)ccc2ccccc12. The result is 0 (inactive). (8) The compound is CC(C)=CCCC(C)=CCCC(C)=COP(=O)(O)OP(=O)(O)O.N. The result is 0 (inactive). (9) The molecule is CCC(C)C(NC(=O)C1CCCN1C(=O)C(Cc1ccc(O)cc1)NC(=O)C(CC(N)=O)NC(=O)C(CCC(N)=O)NC(=O)C(CO)NC(=O)C(N)C(C)C)C(=O)NC(CC(C)C)C(=O)NC(CCC(N)=O)C(N)=O. The result is 0 (inactive).